This data is from Peptide-MHC class I binding affinity with 185,985 pairs from IEDB/IMGT. The task is: Regression. Given a peptide amino acid sequence and an MHC pseudo amino acid sequence, predict their binding affinity value. This is MHC class I binding data. The peptide sequence is MRIPVERTL. The MHC is HLA-A69:01 with pseudo-sequence HLA-A69:01. The binding affinity (normalized) is 0.0847.